From a dataset of Catalyst prediction with 721,799 reactions and 888 catalyst types from USPTO. Predict which catalyst facilitates the given reaction. Reactant: [O-]CC.[Na+].[C:5]1([CH2:11][CH2:12][C:13]#[N:14])[CH:10]=[CH:9][CH:8]=[CH:7][CH:6]=1.[C:15](OCC)(=O)[C:16]([O:18][CH2:19][CH3:20])=[O:17].Cl.O.[NH2:27][NH2:28]. Product: [NH2:14][C:13]1[NH:28][N:27]=[C:15]([C:16]([O:18][CH2:19][CH3:20])=[O:17])[C:12]=1[CH2:11][C:5]1[CH:10]=[CH:9][CH:8]=[CH:7][CH:6]=1. The catalyst class is: 212.